This data is from Forward reaction prediction with 1.9M reactions from USPTO patents (1976-2016). The task is: Predict the product of the given reaction. (1) Given the reactants [H-].[Na+].[O:3]=[C:4]1[CH2:9][CH2:8][CH2:7][CH2:6][CH:5]1[C:10]([O:12][CH2:13][CH3:14])=[O:11].[CH3:15]COC(C)=O, predict the reaction product. The product is: [CH3:15][C:5]1([C:10]([O:12][CH2:13][CH3:14])=[O:11])[CH2:6][CH2:7][CH2:8][CH2:9][C:4]1=[O:3]. (2) Given the reactants [CH3:1][C@@H:2]([O:12][C:13]1[CH:14]=[C:15]([C:20]2[CH:21]=[N:22][N:23]([CH:25]3[CH2:30][CH2:29][NH:28][CH2:27][CH2:26]3)[CH:24]=2)[CH:16]=[N:17][C:18]=1[NH2:19])[C:3]1[C:4]([Cl:11])=[CH:5][CH:6]=[C:7]([F:10])[C:8]=1[Cl:9].[C:31](Cl)(=[O:42])[O:32][C:33]1[CH:38]=[CH:37][C:36]([N+:39]([O-:41])=[O:40])=[CH:35][CH:34]=1, predict the reaction product. The product is: [NH2:19][C:18]1[N:17]=[CH:16][C:15]([C:20]2[CH:21]=[N:22][N:23]([CH:25]3[CH2:30][CH2:29][N:28]([C:31]([O:32][C:33]4[CH:34]=[CH:35][C:36]([N+:39]([O-:41])=[O:40])=[CH:37][CH:38]=4)=[O:42])[CH2:27][CH2:26]3)[CH:24]=2)=[CH:14][C:13]=1[O:12][C@@H:2]([C:3]1[C:4]([Cl:11])=[CH:5][CH:6]=[C:7]([F:10])[C:8]=1[Cl:9])[CH3:1]. (3) Given the reactants Cl[C:2]1[C:3]2[C:10]([CH3:11])=[CH:9][S:8][C:4]=2[N:5]=[CH:6][N:7]=1.[CH3:12][O:13][C:14]1[CH:15]=[C:16]([CH2:20][CH2:21][NH2:22])[CH:17]=[CH:18][CH:19]=1.C(N(CC)CC)C, predict the reaction product. The product is: [CH3:12][O:13][C:14]1[CH:15]=[C:16]([CH2:20][CH2:21][NH:22][C:2]2[C:3]3[C:10]([CH3:11])=[CH:9][S:8][C:4]=3[N:5]=[CH:6][N:7]=2)[CH:17]=[CH:18][CH:19]=1. (4) Given the reactants [CH2:1](Br)[C:2]1[CH:7]=[CH:6][CH:5]=[CH:4][CH:3]=1.[C:9]([O:13][C:14]([N:16]1[CH2:20][CH2:19][CH:18]([C:21](=[O:30])[C:22]2[CH:27]=[CH:26][C:25]([Cl:28])=[C:24]([Cl:29])[CH:23]=2)[CH2:17]1)=[O:15])([CH3:12])([CH3:11])[CH3:10].C[Si]([N-][Si](C)(C)C)(C)C.[Li+], predict the reaction product. The product is: [C:9]([O:13][C:14]([N:16]1[CH2:20][CH2:19][C:18]([CH2:1][C:2]2[CH:7]=[CH:6][CH:5]=[CH:4][CH:3]=2)([C:21](=[O:30])[C:22]2[CH:27]=[CH:26][C:25]([Cl:28])=[C:24]([Cl:29])[CH:23]=2)[CH2:17]1)=[O:15])([CH3:12])([CH3:10])[CH3:11]. (5) Given the reactants [Cl:1][C:2]1[N:7]=[C:6]([C:8]([NH2:10])=[O:9])[C:5]([N+:11]([O-])=O)=[CH:4][CH:3]=1, predict the reaction product. The product is: [NH2:11][C:5]1[C:6]([C:8]([NH2:10])=[O:9])=[N:7][C:2]([Cl:1])=[CH:3][CH:4]=1. (6) Given the reactants [Cl:1][C:2]1[C:3](=[O:30])[N:4]([CH2:19][CH2:20][C:21]2[CH:29]=[CH:28][C:24]([C:25](O)=[O:26])=[CH:23][CH:22]=2)[C:5]([CH2:9][O:10][C:11]2[CH:16]=[CH:15][CH:14]=[C:13]([CH2:17][CH3:18])[CH:12]=2)=[C:6]([Cl:8])[CH:7]=1.CCN=C=NCCCN(C)C.Cl.C1C=CC2N(O)N=NC=2C=1.Cl.[CH2:54]([O:56][C:57](=[O:60])[CH2:58][NH2:59])[CH3:55], predict the reaction product. The product is: [Cl:1][C:2]1[C:3](=[O:30])[N:4]([CH2:19][CH2:20][C:21]2[CH:22]=[CH:23][C:24]([C:25]([NH:59][CH2:58][C:57]([O:56][CH2:54][CH3:55])=[O:60])=[O:26])=[CH:28][CH:29]=2)[C:5]([CH2:9][O:10][C:11]2[CH:16]=[CH:15][CH:14]=[C:13]([CH2:17][CH3:18])[CH:12]=2)=[C:6]([Cl:8])[CH:7]=1. (7) Given the reactants Cl[C:2]1[N:7]=[C:6]2[N:8]([CH3:12])[N:9]=[C:10]([CH3:11])[C:5]2=[CH:4][C:3]=1[C:13]#[N:14].[CH:15]([Sn](CCCC)(CCCC)CCCC)=[CH2:16].C1(P(C2C=CC=CC=2)C2C=CC=CC=2)C=CC=CC=1.[F-].[K+], predict the reaction product. The product is: [CH3:12][N:8]1[C:6]2=[N:7][C:2]([CH:15]=[CH2:16])=[C:3]([C:13]#[N:14])[CH:4]=[C:5]2[C:10]([CH3:11])=[N:9]1. (8) Given the reactants [CH3:1][C:2]1([CH3:22])[CH2:7][NH:6][CH:5]([CH2:8][C:9]([NH:11][C:12]2[CH:17]=[CH:16][C:15]([CH:18]([CH3:20])[CH3:19])=[CH:14][CH:13]=2)=[O:10])[C:4](=[O:21])[O:3]1.C(O[C:26]1(O[Si](C)(C)C)[CH2:28][CH2:27]1)C.C([BH3-])#N.[Na+].C(O)(=O)C, predict the reaction product. The product is: [CH:26]1([N:6]2[CH2:7][C:2]([CH3:1])([CH3:22])[O:3][C:4](=[O:21])[CH:5]2[CH2:8][C:9]([NH:11][C:12]2[CH:17]=[CH:16][C:15]([CH:18]([CH3:19])[CH3:20])=[CH:14][CH:13]=2)=[O:10])[CH2:28][CH2:27]1.